Dataset: Reaction yield outcomes from USPTO patents with 853,638 reactions. Task: Predict the reaction yield, written as a fraction of the theoretical maximum amount of product (1.0 means a 100% yield; for example, 0.34 means a 34% yield). (1) The reactants are [NH:1]1[C:9]2[C:4](=[CH:5][CH:6]=[C:7]3[CH2:13][CH2:12][CH2:11][CH2:10][C:8]3=2)[C:3](=O)[C:2]1=[O:15].[C:16]([C:18]1[CH:23]=[CH:22][C:21]([CH2:24][C:25](=O)COC(=O)C)=[CH:20][CH:19]=1)#[N:17].[C:32]([OH:35])(=[O:34])C. The catalyst is C(O)C.[OH-].[Na+]. The product is [C:16]([C:18]1[CH:23]=[CH:22][C:21]([CH2:24][C:25]2[C:2]([OH:15])=[C:3]([C:32]([OH:35])=[O:34])[C:4]3[C:9](=[C:8]4[CH2:10][CH2:11][CH2:12][CH2:13][C:7]4=[CH:6][CH:5]=3)[N:1]=2)=[CH:20][CH:19]=1)#[N:17]. The yield is 0.200. (2) The reactants are [CH3:1][O:2][C:3](=[O:20])[CH2:4]/[N:5]=[CH:6]/[CH2:7][C:8]([CH3:19])([CH3:18])[CH2:9][C:10]1[CH:15]=[CH:14][C:13]([O:16][CH3:17])=[CH:12][CH:11]=1.[Cl:21][C:22]1[C:23]([F:40])=[C:24](/[CH:28]=[C:29](/[C:32]2[CH:37]=[CH:36][C:35]([Cl:38])=[CH:34][C:33]=2[F:39])\[C:30]#[N:31])[CH:25]=[CH:26][CH:27]=1.C(N(CC)CC)C. The catalyst is ClCCl. The product is [CH3:1][O:2][C:3]([CH:4]1[CH:28]([C:24]2[CH:25]=[CH:26][CH:27]=[C:22]([Cl:21])[C:23]=2[F:40])[C:29]([C:32]2[CH:37]=[CH:36][C:35]([Cl:38])=[CH:34][C:33]=2[F:39])([C:30]#[N:31])[CH:6]([CH2:7][C:8]([CH3:18])([CH3:19])[CH2:9][C:10]2[CH:15]=[CH:14][C:13]([O:16][CH3:17])=[CH:12][CH:11]=2)[NH:5]1)=[O:20]. The yield is 0.700. (3) The reactants are C([O:5][C:6]([C:8]1[C:16]2[C:11](=[CH:12][C:13]([C:17]3(O)[CH2:22][CH2:21][O:20][CH2:19][CH2:18]3)=[CH:14][CH:15]=2)[NH:10][N:9]=1)=[O:7])(C)(C)C. The catalyst is FC(F)(F)C(O)=O. The product is [O:20]1[CH2:19][CH:18]=[C:17]([C:13]2[CH:12]=[C:11]3[C:16]([C:8]([C:6]([OH:7])=[O:5])=[N:9][NH:10]3)=[CH:15][CH:14]=2)[CH2:22][CH2:21]1. The yield is 0.760. (4) The yield is 0.570. The catalyst is CO.[Zn]. The product is [NH2:1][C:4]1[N:9]=[CH:8][C:7]([O:10][C:11]2[CH:16]=[CH:15][N:14]=[C:13]([NH:17][C:18](=[O:20])[CH3:19])[CH:12]=2)=[CH:6][CH:5]=1. The reactants are [N+:1]([C:4]1[N:9]=[CH:8][C:7]([O:10][C:11]2[CH:16]=[CH:15][N:14]=[C:13]([NH:17][C:18](=[O:20])[CH3:19])[CH:12]=2)=[CH:6][CH:5]=1)([O-])=O.[NH4+].[Cl-]. (5) The reactants are C[N:2](C)[CH:3]=[CH:4][C:5]([C:7]1[C:12](=[O:13])[CH:11]=[CH:10][N:9]([C:14]2[CH:19]=[CH:18][N:17]=[CH:16][CH:15]=2)[N:8]=1)=O.[C:21]1([NH:27]N)[CH:26]=[CH:25][CH:24]=[CH:23][CH:22]=1. The product is [C:21]1([N:27]2[C:5]([C:7]3[C:12](=[O:13])[CH:11]=[CH:10][N:9]([C:14]4[CH:19]=[CH:18][N:17]=[CH:16][CH:15]=4)[N:8]=3)=[CH:4][CH:3]=[N:2]2)[CH:26]=[CH:25][CH:24]=[CH:23][CH:22]=1. The catalyst is CO. The yield is 0.160. (6) The reactants are [O:1]=[C:2]([C:6]1([C:9]([F:12])([F:11])[F:10])[CH2:8][CH2:7]1)[CH2:3][C:4]#[N:5].S(O)(O)(=O)=O.[NH2:18]O.C(=O)([O-])O.[Na+].Cl. The catalyst is CO.O. The product is [F:12][C:9]([F:10])([F:11])[C:6]1([C:2]2[O:1][N:5]=[C:4]([NH2:18])[CH:3]=2)[CH2:8][CH2:7]1. The yield is 0.640. (7) The catalyst is C(#N)C. The reactants are [OH:1][C:2]1[C:7](=[O:8])[CH:6]=[CH:5][N:4]([CH3:9])[C:3]=1[CH:10](O)[C:11]([F:14])([F:13])[F:12].Cl.[CH3:17][NH:18][CH3:19].CCN(CC)CC. The product is [CH3:17][N:18]([CH3:19])[CH:10]([C:3]1[N:4]([CH3:9])[CH:5]=[CH:6][C:7](=[O:8])[C:2]=1[OH:1])[C:11]([F:14])([F:13])[F:12]. The yield is 0.320. (8) The reactants are [Cl:1][C:2]1[CH:7]=[C:6]([NH2:8])[CH:5]=[CH:4][N:3]=1.C([O-])(=O)C.[K+].[I:14]Cl. The catalyst is C(O)(=O)C. The product is [Cl:1][C:2]1[CH:7]=[C:6]([NH2:8])[C:5]([I:14])=[CH:4][N:3]=1. The yield is 0.450. (9) The product is [C:1]([C:5]1[CH:6]=[C:7]([CH:34]=[C:35]([C:37]([CH3:40])([CH3:39])[CH3:38])[CH:36]=1)[CH:8]=[CH:9][C:10]1[CH:11]=[C:12]([CH:15]=[C:16]([CH:18]=[CH:19][C:20]2[CH:21]=[C:22]([C:30]([CH3:31])([CH3:32])[CH3:33])[CH:23]=[C:24]([C:26]([CH3:29])([CH3:28])[CH3:27])[CH:25]=2)[CH:17]=1)[CH2:13][OH:14])([CH3:4])([CH3:2])[CH3:3]. The reactants are [C:1]([C:5]1[CH:6]=[C:7]([CH:34]=[C:35]([C:37]([CH3:40])([CH3:39])[CH3:38])[CH:36]=1)[CH:8]=[CH:9][C:10]1[CH:11]=[C:12]([CH:15]=[C:16]([CH:18]=[CH:19][C:20]2[CH:25]=[C:24]([C:26]([CH3:29])([CH3:28])[CH3:27])[CH:23]=[C:22]([C:30]([CH3:33])([CH3:32])[CH3:31])[CH:21]=2)[CH:17]=1)[CH:13]=[O:14])([CH3:4])([CH3:3])[CH3:2].[BH4-].[Na+]. The catalyst is O1CCCC1. The yield is 0.870.